This data is from Reaction yield outcomes from USPTO patents with 853,638 reactions. The task is: Predict the reaction yield, written as a fraction of the theoretical maximum amount of product (1.0 means a 100% yield; for example, 0.34 means a 34% yield). (1) The reactants are [Cl:1][C:2](Cl)([Cl:25])CO[C:5](=[O:24])[NH:6][C:7]1[N:8]([C:16]2[CH:21]=[CH:20][C:19]([CH2:22][OH:23])=[CH:18][CH:17]=2)[N:9]=[C:10]([C:12]([CH3:15])([CH3:14])[CH3:13])[CH:11]=1.[CH3:27][C@H:28]1[CH2:33][CH2:32][CH2:31][CH2:30][N:29]1[C:34]1[N:38]2[CH:39]=[C:40]([O:43][C@H:44]3[C:53]4[C:48](=[CH:49][CH:50]=[CH:51][CH:52]=4)[C@@H:47]([NH2:54])[CH2:46][CH2:45]3)[CH:41]=[CH:42][C:37]2=[N:36][N:35]=1.CCN(C(C)C)C(C)C. The yield is 0.870. The catalyst is O1CCOCC1.C(Cl)Cl. The product is [Cl:1][CH2:2][Cl:25].[C:12]([C:10]1[CH:11]=[C:7]([NH:6][C:5]([NH:54][C@@H:47]2[C:48]3[C:53](=[CH:52][CH:51]=[CH:50][CH:49]=3)[C@H:44]([O:43][C:40]3[CH:41]=[CH:42][C:37]4[N:38]([C:34]([N:29]5[CH2:30][CH2:31][CH2:32][CH2:33][C@@H:28]5[CH3:27])=[N:35][N:36]=4)[CH:39]=3)[CH2:45][CH2:46]2)=[O:24])[N:8]([C:16]2[CH:21]=[CH:20][C:19]([CH2:22][OH:23])=[CH:18][CH:17]=2)[N:9]=1)([CH3:13])([CH3:14])[CH3:15]. (2) The reactants are [C:1]([O:5][C:6](=[O:25])[CH:7]([NH:17][C:18](N1C=CN=C1)=[O:19])[CH2:8][CH2:9][C:10]([O:12][C:13]([CH3:16])([CH3:15])[CH3:14])=[O:11])([CH3:4])([CH3:3])[CH3:2].[CH3:26][O:27][C:28](=[O:39])[CH2:29][CH:30]([NH2:38])[C:31]1[CH:36]=[CH:35][CH:34]=[C:33]([I:37])[CH:32]=1. The catalyst is ClCCCl.C(Cl)Cl. The product is [C:1]([O:5][C:6](=[O:25])[C@@H:7]([NH:17][C:18]([NH:38][C@H:30]([C:31]1[CH:36]=[CH:35][CH:34]=[C:33]([I:37])[CH:32]=1)[CH2:29][C:28]([O:27][CH3:26])=[O:39])=[O:19])[CH2:8][CH2:9][C:10]([O:12][C:13]([CH3:15])([CH3:14])[CH3:16])=[O:11])([CH3:2])([CH3:3])[CH3:4]. The yield is 0.490. (3) The reactants are [C:1](Cl)(=[O:3])[CH3:2].[Cl:5][C:6]1[CH:7]=[CH:8][C:9]2[N:15]([CH2:16][C:17]([CH3:21])([CH3:20])[CH2:18][OH:19])[C:14](=[O:22])[C@@H:13]([CH2:23][C:24]([NH:26][C:27]3[CH:28]=[C:29]([CH2:36][CH2:37][C:38]([OH:40])=[O:39])[CH:30]=[CH:31][C:32]=3[O:33][CH2:34][CH3:35])=[O:25])[O:12][C@H:11]([C:41]3[CH:46]=[CH:45][CH:44]=[C:43]([O:47][CH3:48])[C:42]=3[O:49][CH3:50])[C:10]=2[CH:51]=1.N1C=CC=CC=1.C(OCC)(=O)C. The catalyst is O. The product is [C:1]([O:19][CH2:18][C:17]([CH3:21])([CH3:20])[CH2:16][N:15]1[C:9]2[CH:8]=[CH:7][C:6]([Cl:5])=[CH:51][C:10]=2[C@@H:11]([C:41]2[CH:46]=[CH:45][CH:44]=[C:43]([O:47][CH3:48])[C:42]=2[O:49][CH3:50])[O:12][C@H:13]([CH2:23][C:24]([NH:26][C:27]2[CH:28]=[C:29]([CH2:36][CH2:37][C:38]([OH:40])=[O:39])[CH:30]=[CH:31][C:32]=2[O:33][CH2:34][CH3:35])=[O:25])[C:14]1=[O:22])(=[O:3])[CH3:2]. The yield is 0.780. (4) The reactants are [CH2:1]([O:3][C:4](=[O:22])[CH2:5][NH:6][CH2:7][CH2:8][NH:9][S:10]([C:13]1[S:14][C:15]2[CH:21]=[CH:20][CH:19]=[CH:18][C:16]=2[N:17]=1)(=[O:12])=[O:11])[CH3:2].[CH3:23][O:24][C:25]1[CH:48]=[CH:47][C:28]([CH2:29][O:30][C:31]([NH:33][C:34]2[N:42]=[CH:41][N:40]=[C:39]3[C:35]=2[N:36]=[CH:37][N:38]3[CH2:43][C:44](O)=[O:45])=[O:32])=[CH:27][CH:26]=1.CN(C(ON1N=NC2C=CC=CC1=2)=[N+](C)C)C.F[P-](F)(F)(F)(F)F.C(N(C(C)C)CC)(C)C.Cl. The catalyst is CN(C=O)C. The product is [CH2:1]([O:3][C:4](=[O:22])[CH2:5][N:6]([CH2:7][CH2:8][NH:9][S:10]([C:13]1[S:14][C:15]2[CH:21]=[CH:20][CH:19]=[CH:18][C:16]=2[N:17]=1)(=[O:12])=[O:11])[C:44](=[O:45])[CH2:43][N:38]1[CH:37]=[N:36][C:35]2[C:39]1=[N:40][CH:41]=[N:42][C:34]=2[NH:33][C:31]([O:30][CH2:29][C:28]1[CH:47]=[CH:48][C:25]([O:24][CH3:23])=[CH:26][CH:27]=1)=[O:32])[CH3:2]. The yield is 0.970. (5) The reactants are [CH:1]1([C:7]2[C:15]3[C:10](=[CH:11][C:12]([C:16]([O:18][CH3:19])=[O:17])=[CH:13][CH:14]=3)[N:9]3C(O)[C:21]4[C:26]([C:8]=23)=[CH:25][CH:24]=[C:23]([O:27][CH3:28])[CH:22]=4)[CH2:6][CH2:5][CH2:4][CH2:3][CH2:2]1.COP([C:36](=[CH2:41])[C:37]([O:39][CH3:40])=[O:38])(OC)=O.[C:42](=O)([O-])[O-].[Cs+].[Cs+]. The catalyst is CN(C=O)C.O. The product is [CH:1]1([C:7]2[C:15]3[CH:14]=[CH:13][C:12]([C:16]([O:18][CH3:19])=[O:17])=[CH:11][C:10]=3[N:9]3[CH2:41][C:36]([C:37]([O:39][CH3:40])=[O:38])=[CH:42][C:21]4[CH:22]=[C:23]([O:27][CH3:28])[CH:24]=[CH:25][C:26]=4[C:8]=23)[CH2:6][CH2:5][CH2:4][CH2:3][CH2:2]1. The yield is 0.970. (6) The reactants are [CH:1]1([O:5][C:6]2[CH:7]=[C:8]([F:16])[C:9]([F:15])=[C:10]([CH:14]=2)C(O)=O)[CH2:4][CH2:3][CH2:2]1.C([N:19]([CH2:22]C)CC)C.C1(P(N=[N+]=[N-])(C2C=CC=CC=2)=[O:31])C=CC=CC=1.[C:41]([OH:45])([CH3:44])([CH3:43])[CH3:42]. No catalyst specified. The product is [CH:1]1([O:5][C:6]2[CH:7]=[C:8]([F:16])[C:9]([F:15])=[C:10]([NH:19][C:22](=[O:31])[O:45][C:41]([CH3:44])([CH3:43])[CH3:42])[CH:14]=2)[CH2:2][CH2:3][CH2:4]1. The yield is 0.760.